This data is from Full USPTO retrosynthesis dataset with 1.9M reactions from patents (1976-2016). The task is: Predict the reactants needed to synthesize the given product. (1) Given the product [CH2:1]([N:8]1[C:16]2[C:11](=[C:12]([NH:17][C:18]([C:20]3[N:24]4[CH:25]=[CH:26][C:27]([CH:30]=[CH2:31])=[CH:28][C:23]4=[N:22][CH:21]=3)=[O:19])[CH:13]=[CH:14][CH:15]=2)[CH:10]=[N:9]1)[C:2]1[CH:7]=[CH:6][CH:5]=[CH:4][CH:3]=1, predict the reactants needed to synthesize it. The reactants are: [CH2:1]([N:8]1[C:16]2[C:11](=[C:12]([NH:17][C:18]([C:20]3[N:24]4[CH:25]=[CH:26][C:27](Br)=[CH:28][C:23]4=[N:22][CH:21]=3)=[O:19])[CH:13]=[CH:14][CH:15]=2)[CH:10]=[N:9]1)[C:2]1[CH:7]=[CH:6][CH:5]=[CH:4][CH:3]=1.[CH2:30](C([Sn])=C(CCCC)CCCC)[CH2:31]CC.[F-].[Cs+].C(P(C(C)(C)C)C(C)(C)C)(C)(C)C. (2) The reactants are: Cl[CH2:2][C:3]([N:5]([CH:16]1[CH2:21][CH2:20][O:19][CH2:18][CH2:17]1)[CH2:6][CH2:7][NH:8][C:9](=[O:15])[O:10][C:11]([CH3:14])([CH3:13])[CH3:12])=[O:4].[H-].[Na+].[Cl-].[NH4+]. Given the product [O:4]=[C:3]1[N:5]([CH:16]2[CH2:21][CH2:20][O:19][CH2:18][CH2:17]2)[CH2:6][CH2:7][N:8]([C:9]([O:10][C:11]([CH3:14])([CH3:13])[CH3:12])=[O:15])[CH2:2]1, predict the reactants needed to synthesize it. (3) Given the product [CH:1]([N:4]1[C:8]([O:9][CH2:10][C:11]2[CH:20]=[CH:19][C:18]3[C:13](=[CH:14][CH:15]=[CH:16][CH:17]=3)[N:12]=2)=[CH:7][C:6]([CH2:21][OH:22])=[N:5]1)([CH3:3])[CH3:2], predict the reactants needed to synthesize it. The reactants are: [CH:1]([N:4]1[C:8]([O:9][CH2:10][C:11]2[CH:20]=[CH:19][C:18]3[C:13](=[CH:14][CH:15]=[CH:16][CH:17]=3)[N:12]=2)=[CH:7][C:6]([C:21](OC)=[O:22])=[N:5]1)([CH3:3])[CH3:2].[H-].C([Al+]CC(C)C)C(C)C.C(O)C.[Cl-].[NH4+]. (4) The reactants are: [CH3:1][O:2][C:3]1[CH:4]=[C:5]2[C:10](=[CH:11][C:12]=1[O:13][CH3:14])[N:9]=[CH:8][N:7]=[C:6]2[O:15][C:16]1[CH:22]=[CH:21][C:19]([NH2:20])=[CH:18][CH:17]=1.C1(C)C=CC=CC=1.C(N(CC)CC)C.Cl[C:38](Cl)([O:40]C(=O)OC(Cl)(Cl)Cl)Cl.[Br:49][C:50]1[CH:51]=[C:52]([CH:56]=[CH:57][CH:58]=1)[CH:53]([OH:55])[CH3:54]. Given the product [CH3:1][O:2][C:3]1[CH:4]=[C:5]2[C:10](=[CH:11][C:12]=1[O:13][CH3:14])[N:9]=[CH:8][N:7]=[C:6]2[O:15][C:16]1[CH:22]=[CH:21][C:19]([NH:20][C:38](=[O:40])[O:55][CH:53]([C:52]2[CH:56]=[CH:57][CH:58]=[C:50]([Br:49])[CH:51]=2)[CH3:54])=[CH:18][CH:17]=1, predict the reactants needed to synthesize it. (5) Given the product [N:1]1([C:6]2[CH:25]=[CH:24][C:9]([CH2:10][C:11]3[C:12]([N:28]([CH2:26][CH3:27])[CH3:29])=[N:13][C:14]4[C:19]([C:20]=3[Cl:21])=[CH:18][C:17]([Br:22])=[CH:16][CH:15]=4)=[CH:8][CH:7]=2)[CH:5]=[CH:4][CH:3]=[N:2]1, predict the reactants needed to synthesize it. The reactants are: [N:1]1([C:6]2[CH:25]=[CH:24][C:9]([CH2:10][C:11]3[C:12](Cl)=[N:13][C:14]4[C:19]([C:20]=3[Cl:21])=[CH:18][C:17]([Br:22])=[CH:16][CH:15]=4)=[CH:8][CH:7]=2)[CH:5]=[CH:4][CH:3]=[N:2]1.[CH2:26]([NH:28][CH3:29])[CH3:27]. (6) Given the product [F:9][C:8]([F:11])([F:10])[C:5]1[CH:6]=[CH:7][C:2]([CH:19]([C:23]2[CH:24]=[CH:25][C:26]([C:29]([F:30])([F:31])[F:32])=[CH:27][CH:28]=2)[N:20]2[CH2:21][CH2:22][C@@H:17]([CH2:13][C:14]([OH:16])=[O:15])[CH2:18][C@H:19]2[C:23]2[CH:24]=[CH:25][C:26]([C:29]([F:32])([F:30])[F:31])=[CH:27][CH:28]=2)=[CH:3][CH:4]=1, predict the reactants needed to synthesize it. The reactants are: Br[C:2]1[CH:7]=[CH:6][C:5]([C:8]([F:11])([F:10])[F:9])=[CH:4][CH:3]=1.C[CH:13]([C@@H:17]1[CH2:22][CH2:21][NH:20][C@H:19]([C:23]2[CH:28]=[CH:27][C:26]([C:29]([F:32])([F:31])[F:30])=[CH:25][CH:24]=2)[CH2:18]1)[C:14]([O-:16])=[O:15].